From a dataset of NCI-60 drug combinations with 297,098 pairs across 59 cell lines. Regression. Given two drug SMILES strings and cell line genomic features, predict the synergy score measuring deviation from expected non-interaction effect. (1) Drug 2: CC1C(C(CC(O1)OC2CC(CC3=C2C(=C4C(=C3O)C(=O)C5=C(C4=O)C(=CC=C5)OC)O)(C(=O)CO)O)N)O.Cl. Synergy scores: CSS=51.1, Synergy_ZIP=-6.13, Synergy_Bliss=-6.99, Synergy_Loewe=-4.11, Synergy_HSA=-2.94. Cell line: M14. Drug 1: C1=CC=C(C(=C1)C(C2=CC=C(C=C2)Cl)C(Cl)Cl)Cl. (2) Drug 1: C1=CC(=CC=C1CCCC(=O)O)N(CCCl)CCCl. Drug 2: C1=CC=C(C(=C1)C(C2=CC=C(C=C2)Cl)C(Cl)Cl)Cl. Cell line: UO-31. Synergy scores: CSS=13.5, Synergy_ZIP=-4.92, Synergy_Bliss=-1.01, Synergy_Loewe=-3.48, Synergy_HSA=-0.787. (3) Drug 1: CC(CN1CC(=O)NC(=O)C1)N2CC(=O)NC(=O)C2. Drug 2: C1CNP(=O)(OC1)N(CCCl)CCCl. Cell line: NCI-H322M. Synergy scores: CSS=-3.33, Synergy_ZIP=-1.77, Synergy_Bliss=-5.78, Synergy_Loewe=-6.99, Synergy_HSA=-4.99.